This data is from Full USPTO retrosynthesis dataset with 1.9M reactions from patents (1976-2016). The task is: Predict the reactants needed to synthesize the given product. (1) Given the product [Cl:27][C:17]1[C:16]2[C:21](=[C:12]([O:11][CH:6]3[CH2:10][CH2:9][CH2:8][CH2:7]3)[C:13]([O:23][CH3:24])=[CH:14][CH:15]=2)[N:20]=[CH:19][CH:18]=1, predict the reactants needed to synthesize it. The reactants are: CN(C)C=O.[CH:6]1([O:11][C:12]2[C:13]([O:23][CH3:24])=[CH:14][CH:15]=[C:16]3[C:21]=2[NH:20][CH:19]=[CH:18][C:17]3=O)[CH2:10][CH2:9][CH2:8][CH2:7]1.P(Cl)(Cl)([Cl:27])=O.ClCCCl. (2) Given the product [F:25][C:20]1[CH:19]=[C:18]([C:13]2[C:12]([CH2:11][O:10][C:7]3[CH:8]=[CH:9][C:4]([C:3]([NH:30][CH:27]([CH3:29])[CH3:28])=[O:26])=[CH:5][N:6]=3)=[C:16]([CH3:17])[O:15][N:14]=2)[CH:23]=[CH:22][C:21]=1[F:24], predict the reactants needed to synthesize it. The reactants are: CO[C:3](=[O:26])[C:4]1[CH:9]=[CH:8][C:7]([O:10][CH2:11][C:12]2[C:13]([C:18]3[CH:23]=[CH:22][C:21]([F:24])=[C:20]([F:25])[CH:19]=3)=[N:14][O:15][C:16]=2[CH3:17])=[N:6][CH:5]=1.[CH:27]([NH2:30])([CH3:29])[CH3:28]. (3) Given the product [CH3:15][C:14]1([C:16]2[CH:17]=[CH:18][CH:19]=[CH:20][CH:21]=2)[O:22][C:42](=[O:43])[N:41]([C:37]2[CH:36]=[C:35]([CH3:34])[CH:40]=[CH:39][CH:38]=2)[CH2:12][CH2:13]1, predict the reactants needed to synthesize it. The reactants are: CC1C=CC(S(O[CH2:12][CH2:13][C:14]([OH:22])([C:16]2[CH:21]=[CH:20][CH:19]=[CH:18][CH:17]=2)[CH3:15])(=O)=O)=CC=1.C1CCN2C(=NCCC2)CC1.[CH3:34][C:35]1[CH:36]=[C:37]([N:41]=[C:42]=[O:43])[CH:38]=[CH:39][CH:40]=1. (4) Given the product [C:32]([CH2:31][CH2:30][C:29]([NH:28][CH:14]1[CH2:13][C:9]2[CH:10]=[CH:11][CH:12]=[C:7]([C:6]([OH:5])=[O:38])[C:8]=2[O:23][B:15]1[OH:16])=[O:35])(=[O:34])[NH2:33], predict the reactants needed to synthesize it. The reactants are: C([O:5][C:6](=[O:38])[C:7]1[CH:12]=[CH:11][CH:10]=[C:9]([CH2:13][CH:14]([NH:28][C:29](=[O:35])[CH2:30][CH2:31][C:32](=[O:34])[NH2:33])[B:15]2[O:23]C3C(C)(C4CC(C3)C4(C)C)[O:16]2)[C:8]=1OC)(C)(C)C.B(Br)(Br)Br.